The task is: Predict the reactants needed to synthesize the given product.. This data is from Full USPTO retrosynthesis dataset with 1.9M reactions from patents (1976-2016). (1) Given the product [CH3:12][N:1]1[C:10]2[C:5](=[CH:6][CH:7]=[CH:8][CH:9]=2)[C:4](=[O:11])[CH2:3][CH2:2]1, predict the reactants needed to synthesize it. The reactants are: [NH:1]1[C:10]2[C:5](=[CH:6][CH:7]=[CH:8][CH:9]=2)[C:4](=[O:11])[CH2:3][CH2:2]1.[C:12](=O)([O-])[O-].[K+].[K+].CC(C)=O.IC. (2) Given the product [C:1]([O:5][CH:6]([C:11]1[C:16]([C:17]([F:20])([F:18])[F:19])=[CH:15][CH:14]=[C:13]([C:42]2[CH:47]=[CH:46][N:45]=[CH:44][N:43]=2)[C:12]=1[C:30]1[CH:31]=[CH:32][C:33]2[O:38][CH2:37][CH2:36][CH2:35][C:34]=2[CH:39]=1)[C:7]([O:9][CH3:10])=[O:8])([CH3:4])([CH3:2])[CH3:3], predict the reactants needed to synthesize it. The reactants are: [C:1]([O:5][CH:6]([C:11]1[C:16]([C:17]([F:20])([F:19])[F:18])=[CH:15][CH:14]=[C:13](B2OC(C)(C)C(C)(C)O2)[C:12]=1[C:30]1[CH:31]=[CH:32][C:33]2[O:38][CH2:37][CH2:36][CH2:35][C:34]=2[CH:39]=1)[C:7]([O:9][CH3:10])=[O:8])([CH3:4])([CH3:3])[CH3:2].Cl.Br[C:42]1[CH:47]=[CH:46][N:45]=[CH:44][N:43]=1.C(=O)([O-])[O-].[Na+].[Na+].ClCCl. (3) Given the product [CH2:12]([C:14]1[CH:22]=[CH:21][CH:20]=[C:19]([CH3:23])[C:15]=1[C:16]([NH:11][C@@H:7]1[CH2:8][CH2:9][CH2:10][C@@H:6]1[N:1]1[CH2:2][CH2:3][CH2:4][CH2:5]1)=[O:17])[CH3:13], predict the reactants needed to synthesize it. The reactants are: [N:1]1([C@H:6]2[CH2:10][CH2:9][CH2:8][C@H:7]2[NH2:11])[CH2:5][CH2:4][CH2:3][CH2:2]1.[CH2:12]([C:14]1[CH:22]=[CH:21][CH:20]=[C:19]([CH3:23])[C:15]=1[C:16](O)=[O:17])[CH3:13]. (4) The reactants are: [Br:1][C:2]1[C:3]([NH:21][C:22]2[CH:23]=[N:24][CH:25]=[C:26]([F:28])[CH:27]=2)=[C:4]([NH:8][C:9](=O)[C@@H:10]([NH:12][C:13](=O)[O:14]C(C)(C)C)[CH3:11])[CH:5]=[CH:6][CH:7]=1.[CH3:29]C(O)=O. Given the product [Br:1][C:2]1[C:3]2[N:21]([C:22]3[CH:23]=[N:24][CH:25]=[C:26]([F:28])[CH:27]=3)[C:9]([CH:10]([NH:12][C:13](=[O:14])[CH3:29])[CH3:11])=[N:8][C:4]=2[CH:5]=[CH:6][CH:7]=1, predict the reactants needed to synthesize it. (5) Given the product [CH3:1][C:2]1[CH:7]=[CH:6][CH:5]=[C:4]2[C:3]=1[CH2:11][C:12](=[O:14])[NH:8]2, predict the reactants needed to synthesize it. The reactants are: [CH3:1][C:2]1[CH:7]=[CH:6][CH:5]=[C:4]([N+:8]([O-])=O)[C:3]=1[CH2:11][C:12]([OH:14])=O. (6) Given the product [CH3:21][N:22]1[C:26]([NH:27][C:2]2[CH:10]=[CH:9][C:8]([C:11]([NH2:13])=[O:12])=[C:7]3[C:3]=2[CH:4]=[C:5]([C:14]2[CH:19]=[CH:18][C:17]([CH3:20])=[CH:16][CH:15]=2)[NH:6]3)=[CH:25][CH:24]=[N:23]1, predict the reactants needed to synthesize it. The reactants are: I[C:2]1[CH:10]=[CH:9][C:8]([C:11]([NH2:13])=[O:12])=[C:7]2[C:3]=1[CH:4]=[C:5]([C:14]1[CH:19]=[CH:18][C:17]([CH3:20])=[CH:16][CH:15]=1)[NH:6]2.[CH3:21][N:22]1[C:26]([NH2:27])=[CH:25][CH:24]=[N:23]1.CC(C1C=C(C(C)C)C(C2C=CC=CC=2P(C2CCCCC2)C2CCCCC2)=C(C(C)C)C=1)C.C([O-])([O-])=O.[K+].[K+]. (7) The reactants are: [CH3:1][S:2](Cl)(=[O:4])=[O:3].[Cl:6][C:7]1[CH:14]=[C:13]([NH:15][C@H:16]2[CH2:20][CH2:19][NH:18][CH2:17]2)[CH:12]=[CH:11][C:8]=1[C:9]#[N:10]. Given the product [Cl:6][C:7]1[CH:14]=[C:13]([NH:15][C@H:16]2[CH2:20][CH2:19][N:18]([S:2]([CH3:1])(=[O:4])=[O:3])[CH2:17]2)[CH:12]=[CH:11][C:8]=1[C:9]#[N:10], predict the reactants needed to synthesize it. (8) Given the product [Cl:27][C:16]1[C:15](=[O:28])[N:14]([CH3:13])[CH:19]=[C:18]2[C:20](=[O:21])[N:12]([CH2:11][CH2:10][C:2]3[N:1]=[C:5]4[CH:6]=[CH:7][CH:8]=[CH:9][N:4]4[N:3]=3)[C:23](=[O:24])[C:17]=12, predict the reactants needed to synthesize it. The reactants are: [N:1]1[C:2]([CH2:10][CH2:11][NH2:12])=[N:3][N:4]2[CH:9]=[CH:8][CH:7]=[CH:6][C:5]=12.[CH3:13][N:14]1[CH:19]=[C:18]([C:20](O)=[O:21])[C:17]([C:23](OC)=[O:24])=[C:16]([Cl:27])[C:15]1=[O:28].